From a dataset of Forward reaction prediction with 1.9M reactions from USPTO patents (1976-2016). Predict the product of the given reaction. (1) Given the reactants [H-].[Na+].[OH:3][CH:4]1[CH2:9][CH2:8][N:7]([C:10]([O:12][C:13]([CH3:16])([CH3:15])[CH3:14])=[O:11])[CH2:6][CH2:5]1.I[CH3:18], predict the reaction product. The product is: [CH3:18][O:3][CH:4]1[CH2:5][CH2:6][N:7]([C:10]([O:12][C:13]([CH3:16])([CH3:15])[CH3:14])=[O:11])[CH2:8][CH2:9]1. (2) Given the reactants [NH:1]1[CH:5]=[CH:4][CH:3]=[N:2]1.Br[C:7]1[CH:14]=[CH:13][C:10]([C:11]#[N:12])=[CH:9][CH:8]=1, predict the reaction product. The product is: [N:1]1([C:7]2[CH:14]=[CH:13][C:10]([C:11]#[N:12])=[CH:9][CH:8]=2)[CH:5]=[CH:4][CH:3]=[N:2]1. (3) Given the reactants [F:1][C:2]([F:20])([F:19])[C:3]1[CH:4]=[CH:5][C:6]2[O:10][C:9]([C:11]3[CH:16]=[CH:15][N:14]=[CH:13][C:12]=3[OH:17])=[N:8][C:7]=2[CH:18]=1.C(=O)([O-])[O-].[K+].[K+].CN(C=O)C.[CH:32]1(Br)[CH2:36][CH2:35][CH2:34][CH2:33]1, predict the reaction product. The product is: [CH:32]1([O:17][C:12]2[CH:13]=[N:14][CH:15]=[CH:16][C:11]=2[C:9]2[O:10][C:6]3[CH:5]=[CH:4][C:3]([C:2]([F:19])([F:1])[F:20])=[CH:18][C:7]=3[N:8]=2)[CH2:36][CH2:35][CH2:34][CH2:33]1. (4) Given the reactants O.[O-][C:3]#[N:4].[Na+].[CH:6]([N:19]1[CH2:22][CH:21](OS(C)(=O)=O)[CH2:20]1)([C:13]1[CH:18]=[CH:17][CH:16]=[CH:15][CH:14]=1)[C:7]1[CH:12]=[CH:11][CH:10]=[CH:9][CH:8]=1.C(=O)([O-])[O-].[Na+].[Na+], predict the reaction product. The product is: [CH:6]([N:19]1[CH2:22][CH:21]([C:3]#[N:4])[CH2:20]1)([C:13]1[CH:14]=[CH:15][CH:16]=[CH:17][CH:18]=1)[C:7]1[CH:8]=[CH:9][CH:10]=[CH:11][CH:12]=1. (5) Given the reactants [CH3:1][C:2]1[N:6]2[N:7]=[C:8]([C:19]3[CH:24]=[CH:23][C:22]([N+:25]([O-:27])=[O:26])=[CH:21][CH:20]=3)[C:9]3[CH:15]=[C:14]4[O:16][CH2:17][O:18][C:13]4=[CH:12][C:10]=3[CH2:11][C:5]2=[N:4][CH:3]=1.[Br:28]N1C(=O)CCC1=O.O, predict the reaction product. The product is: [Br:28][C:3]1[N:4]=[C:5]2[CH2:11][C:10]3[CH:12]=[C:13]4[O:18][CH2:17][O:16][C:14]4=[CH:15][C:9]=3[C:8]([C:19]3[CH:24]=[CH:23][C:22]([N+:25]([O-:27])=[O:26])=[CH:21][CH:20]=3)=[N:7][N:6]2[C:2]=1[CH3:1]. (6) The product is: [CH2:1]([O:8][C:9](=[O:14])[CH2:10][C:11]([NH:18][CH2:19][C:20]1[C:21](=[N:26][NH:27][C:28]2[CH:33]=[CH:32][CH:31]=[C:30]([F:34])[CH:29]=2)[C:22]([NH2:25])=[N:23][N:24]=1)=[O:13])[C:2]1[CH:3]=[CH:4][CH:5]=[CH:6][CH:7]=1. Given the reactants [CH2:1]([O:8][C:9](=[O:14])[CH2:10][C:11]([OH:13])=O)[C:2]1[CH:7]=[CH:6][CH:5]=[CH:4][CH:3]=1.N=C=N.[NH2:18][CH2:19][C:20]1[C:21](=[N:26][NH:27][C:28]2[CH:33]=[CH:32][CH:31]=[C:30]([F:34])[CH:29]=2)[C:22]([NH2:25])=[N:23][N:24]=1, predict the reaction product. (7) Given the reactants [Br:1][C:2]1[CH:7]=[CH:6][C:5]([S:8](Cl)(=[O:10])=[O:9])=[CH:4][CH:3]=1.[NH2:12][C:13]1[CH:18]=[CH:17][N:16]=[C:15]([Cl:19])[CH:14]=1, predict the reaction product. The product is: [Br:1][C:2]1[CH:7]=[CH:6][C:5]([S:8]([NH:12][C:13]2[CH:18]=[CH:17][N:16]=[C:15]([Cl:19])[CH:14]=2)(=[O:10])=[O:9])=[CH:4][CH:3]=1. (8) Given the reactants [CH:1]1([CH:4]([C:18]2[CH:23]=[CH:22][CH:21]=[CH:20][CH:19]=2)[NH:5][C:6]([C:8]2[CH:9]=[C:10]3[C:14](=[CH:15][CH:16]=2)[NH:13][N:12]=[C:11]3I)=[O:7])[CH2:3][CH2:2]1.[F:24][CH2:25][CH2:26][N:27]1[CH2:32][CH2:31][CH:30]([O:33][C:34]2[CH:39]=[CH:38][C:37](B3OC(C)(C)C(C)(C)O3)=[CH:36][CH:35]=2)[CH2:29][CH2:28]1, predict the reaction product. The product is: [CH:1]1([CH:4]([C:18]2[CH:23]=[CH:22][CH:21]=[CH:20][CH:19]=2)[NH:5][C:6]([C:8]2[CH:9]=[C:10]3[C:14](=[CH:15][CH:16]=2)[NH:13][N:12]=[C:11]3[C:37]2[CH:38]=[CH:39][C:34]([O:33][CH:30]3[CH2:31][CH2:32][N:27]([CH2:26][CH2:25][F:24])[CH2:28][CH2:29]3)=[CH:35][CH:36]=2)=[O:7])[CH2:3][CH2:2]1.